Dataset: Reaction yield outcomes from USPTO patents with 853,638 reactions. Task: Predict the reaction yield, written as a fraction of the theoretical maximum amount of product (1.0 means a 100% yield; for example, 0.34 means a 34% yield). (1) The reactants are [O-]CC.[Na+].C(O)C.[C:8]([O:16][CH2:17][CH3:18])(=[O:15])[CH2:9][C:10]([O:12]CC)=O.Cl[CH2:20][C:21]([NH2:23])=[O:22]. The catalyst is C(O)C. The product is [O:12]=[C:10]1[CH:9]([C:8]([O:16][CH2:17][CH3:18])=[O:15])[CH2:20][C:21](=[O:22])[NH:23]1. The yield is 0.660. (2) The yield is 0.740. The reactants are [Cl:1][C:2]1[CH:7]=[CH:6][C:5]([O:8][CH2:9][CH2:10][CH2:11][O:12][CH3:13])=[C:4]([N+:14]([O-])=O)[CH:3]=1. The catalyst is C(O)C.N1C=CC=CC=1.O. The product is [Cl:1][C:2]1[CH:7]=[CH:6][C:5]([O:8][CH2:9][CH2:10][CH2:11][O:12][CH3:13])=[C:4]([NH2:14])[CH:3]=1. (3) The reactants are [Cl:1][C:2]1[N:6]2[CH:7]=[CH:8][CH:9]=[C:10]([C:11]([F:14])([F:13])[F:12])[C:5]2=[N:4][C:3]=1[C:15]([OH:17])=O.C(N(C(C)C)C(C)C)C.[NH:27]1[CH2:32][CH2:31][CH:30]([N:33]2[CH2:37][CH2:36][O:35][C:34]2=[O:38])[CH2:29][CH2:28]1.F[P-](F)(F)(F)(F)F.CN(C(ON1C2=NC=CC=C2N=N1)=[N+](C)C)C. The yield is 0.210. The product is [Cl:1][C:2]1[N:6]2[CH:7]=[CH:8][CH:9]=[C:10]([C:11]([F:12])([F:13])[F:14])[C:5]2=[N:4][C:3]=1[C:15]([N:27]1[CH2:28][CH2:29][CH:30]([N:33]2[CH2:37][CH2:36][O:35][C:34]2=[O:38])[CH2:31][CH2:32]1)=[O:17]. The catalyst is CN(C)C=O. (4) The reactants are C(O[C:6]([N:8]1[CH2:11][CH:10]([C:12]([OH:14])=O)[CH2:9]1)=[O:7])(C)(C)C.[H-].[Al+3].[Li+].[H-].[H-].[H-].[C:21]1([C:27]2[C:35]3[C:30](=[CH:31][CH:32]=[CH:33][CH:34]=3)[N:29]([S:36]([C:39]3[CH:47]=[CH:46][C:42](C(O)=O)=[CH:41][CH:40]=3)(=[O:38])=[O:37])[CH:28]=2)[CH:26]=[CH:25][CH:24]=[CH:23][CH:22]=1.N1CC(CO)C1.C(N(CC)CC)C.N1(O[P+](N(C)C)(N(C)C)N(C)C)C2C=CC=CC=2N=N1. The catalyst is C1COCC1.ClCCl. The product is [OH:14][CH2:12][CH:10]1[CH2:9][N:8]([C:6]([C:42]2[CH:41]=[CH:40][C:39]([S:36]([N:29]3[C:30]4[C:35](=[CH:34][CH:33]=[CH:32][CH:31]=4)[C:27]([C:21]4[CH:26]=[CH:25][CH:24]=[CH:23][CH:22]=4)=[CH:28]3)(=[O:38])=[O:37])=[CH:47][CH:46]=2)=[O:7])[CH2:11]1. The yield is 0.350.